From a dataset of Forward reaction prediction with 1.9M reactions from USPTO patents (1976-2016). Predict the product of the given reaction. (1) Given the reactants O=[C:2]1[C:11]2[CH2:10][CH2:9][CH2:8][CH2:7][C:6]=2[NH:5][C:4]2=[C:12]([C:15]#[N:16])[CH:13]=[N:14][N:3]12.N1C=CC=CC=1.O=P(Cl)(Cl)[Cl:25], predict the reaction product. The product is: [Cl:25][C:2]1[N:3]2[N:14]=[CH:13][C:12]([C:15]#[N:16])=[C:4]2[N:5]=[C:6]2[C:11]=1[CH2:10][CH2:9][CH2:8][CH2:7]2. (2) Given the reactants Cl[C:2]1[CH:7]=[C:6]([CH3:8])[CH:5]=[C:4]([CH3:9])[N:3]=1.[CH3:10][O-:11].[Na+], predict the reaction product. The product is: [CH3:10][O:11][C:2]1[CH:7]=[C:6]([CH3:8])[CH:5]=[C:4]([CH3:9])[N:3]=1. (3) Given the reactants [CH2:1]([C:5]1[CH:6]=[C:7]([CH:10]=[CH:11][CH:12]=1)[C:8]#[N:9])[CH2:2][C:3]#[CH:4].Br[C:14]1[S:15][CH:16]=[C:17]([C:19]2[CH:24]=[CH:23][CH:22]=[CH:21][CH:20]=2)[N:18]=1.CCN(CC)CC, predict the reaction product. The product is: [C:19]1([C:17]2[N:18]=[C:14]([C:4]#[C:3][CH2:2][CH2:1][C:5]3[CH:6]=[C:7]([CH:10]=[CH:11][CH:12]=3)[C:8]#[N:9])[S:15][CH:16]=2)[CH:20]=[CH:21][CH:22]=[CH:23][CH:24]=1. (4) Given the reactants [CH2:1]([N:3]([CH2:33][CH3:34])[C:4](=[O:32])[CH:5]([CH2:22][C:23]1[CH:28]=[CH:27][C:26]([N+:29]([O-:31])=[O:30])=[CH:25][CH:24]=1)[C:6]([NH:8][S:9]([C:12]1[CH:21]=[CH:20][C:19]2[C:14](=[CH:15][CH:16]=[CH:17][CH:18]=2)[CH:13]=1)(=[O:11])=[O:10])=[O:7])[CH3:2].N1CC[O:38]CC1, predict the reaction product. The product is: [O:38]1[CH2:2][CH2:1][N:3]([C:4](=[O:32])[CH:5]([CH2:22][C:23]2[CH:24]=[CH:25][C:26]([N+:29]([O-:31])=[O:30])=[CH:27][CH:28]=2)[C:6]([NH:8][S:9]([C:12]2[CH:21]=[CH:20][C:19]3[C:14](=[CH:15][CH:16]=[CH:17][CH:18]=3)[CH:13]=2)(=[O:10])=[O:11])=[O:7])[CH2:33][CH2:34]1.